This data is from Forward reaction prediction with 1.9M reactions from USPTO patents (1976-2016). The task is: Predict the product of the given reaction. (1) Given the reactants [Br:1][C:2]1[CH:3]=[C:4]([CH:8]=[CH:9][C:10]=1[O:11][CH3:12])[C:5]([OH:7])=O.[O:13]=[S:14]1(=[O:28])[CH2:19][CH2:18][N:17]([CH2:20][C:21]2C=CC(N)=CC=2)[CH2:16][CH2:15]1.CCN=C=NCCCN(C)C.[CH:40]1[CH:41]=[CH:42][C:43]2N(O)N=[N:46][C:44]=2[CH:45]=1.CN1CCOCC1, predict the reaction product. The product is: [Br:1][C:2]1[CH:3]=[C:4]([CH:8]=[CH:9][C:10]=1[O:11][CH3:12])[C:5]([NH:46][C:44]1[CH:45]=[CH:40][C:41]([CH2:21][CH2:20][N:17]2[CH2:18][CH2:19][S:14](=[O:28])(=[O:13])[CH2:15][CH2:16]2)=[CH:42][CH:43]=1)=[O:7]. (2) Given the reactants [C:1]([O:13][CH3:14])(=[O:12])[C:2]1[CH:11]=[CH:10][CH:9]=[C:4]([C:5]([O:7]C)=O)[CH:3]=1.[N:15]1C=CC=CC=1.[CH3:21][O:22][C:23]1[CH:32]=[CH:31][C:26]([CH2:27][N:28]=[C:29]=[O:30])=[CH:25][CH:24]=1.C(N=C=O)CC1C=CC=CC=1, predict the reaction product. The product is: [CH3:21][O:22][C:23]1[CH:32]=[CH:31][C:26]([CH2:27][N:28]2[C:5](=[O:7])[C:4]3[C:9](=[CH:10][CH:11]=[C:2]([C:1]([O:13][CH3:14])=[O:12])[CH:3]=3)[NH:15][C:29]2=[O:30])=[CH:25][CH:24]=1. (3) Given the reactants Cl[C:2]1[C:11]2=[N:12][N:13](CC3C=CC(OC)=CC=3)[CH:14]=[C:10]2[C:9]2[CH:8]=[C:7]([O:24][CH3:25])[CH:6]=[CH:5][C:4]=2[N:3]=1.[NH2:26][C:27]1[CH:32]=[CH:31][C:30]([N:33]2[CH2:37][CH2:36][CH2:35][C:34]2=[O:38])=[CH:29][CH:28]=1.Cl, predict the reaction product. The product is: [CH3:25][O:24][C:7]1[CH:6]=[CH:5][C:4]2[N:3]=[C:2]([NH:26][C:27]3[CH:32]=[CH:31][C:30]([N:33]4[CH2:37][CH2:36][CH2:35][C:34]4=[O:38])=[CH:29][CH:28]=3)[C:11]3[NH:12][N:13]=[CH:14][C:10]=3[C:9]=2[CH:8]=1. (4) The product is: [CH3:22][O:21][C:19]([C:18]1[CH:23]=[CH:24][C:15]([NH:14][S:2]([C:5]2[CH:6]=[C:7]([CH:11]=[CH:12][CH:13]=2)[C:8]([OH:10])=[O:9])(=[O:4])=[O:3])=[CH:16][CH:17]=1)=[O:20]. Given the reactants Cl[S:2]([C:5]1[CH:6]=[C:7]([CH:11]=[CH:12][CH:13]=1)[C:8]([OH:10])=[O:9])(=[O:4])=[O:3].[NH2:14][C:15]1[CH:24]=[CH:23][C:18]([C:19]([O:21][CH3:22])=[O:20])=[CH:17][CH:16]=1, predict the reaction product. (5) Given the reactants [CH3:1][C:2]1[C:7]([CH3:8])=[CH:6][C:5]2[N:9]([C@H:12]3[O:16][C@H:15]([CH2:17][OH:18])[C@@H:14]([O:19][P:20]([O:23][C@@H:24]([CH2:26][NH:27][C:28]([CH2:30][CH2:31][C@@:32]4([CH3:89])[C:48]5=[N:49][C@@H:34]([C@:35]6([CH3:84])[N-:73][C:38](=[C:39]([CH3:72])[C:40]7[C@:61]([CH2:63][C:64]([NH2:66])=[O:65])([CH3:62])[C@H:60]([CH2:67][CH2:68][C:69]([NH2:71])=[O:70])[C:42](=[CH:43][C:44]8[C:52]([CH3:54])([CH3:53])[C@H:51]([CH2:55][CH2:56][C:57]([NH2:59])=[O:58])[C:46](=[C:47]5[CH3:50])[N:45]=8)[N:41]=7)[C@@H:37]([CH2:74][CH2:75][C:76]([NH2:78])=[O:77])[C@@:36]6([CH2:80][C:81]([NH2:83])=[O:82])[CH3:79])[C@@H:33]4[CH2:85][C:86]([NH2:88])=[O:87])=[O:29])[CH3:25])([O-:22])=[O:21])[C@H:13]3[OH:90])[CH:10]=[N:11][C:4]=2[CH:3]=1.[C-]#N.[Co+3:93].[I-].C[S+](C)(C)=O.[BH4-].[Na+].[OH-].[Na+], predict the reaction product. The product is: [CH3-:1].[CH3:1][C:2]1[C:7]([CH3:8])=[CH:6][C:5]2[N:9]([C@H:12]3[O:16][C@H:15]([CH2:17][OH:18])[C@@H:14]([O:19][P:20]([O:23][CH:24]([CH2:26][NH:27][C:28]([CH2:30][CH2:31][C@@:32]4([CH3:89])[C:48]5=[N:49][C@@H:34]([C@:35]6([CH3:84])[N-:73][C:38](=[C:39]([CH3:72])[C:40]7[C@:61]([CH2:63][C:64]([NH2:66])=[O:65])([CH3:62])[C@H:60]([CH2:67][CH2:68][C:69]([NH2:71])=[O:70])[C:42](=[CH:43][C:44]8[C:52]([CH3:54])([CH3:53])[C@H:51]([CH2:55][CH2:56][C:57]([NH2:59])=[O:58])[C:46](=[C:47]5[CH3:50])[N:45]=8)[N:41]=7)[C@@H:37]([CH2:74][CH2:75][C:76]([NH2:78])=[O:77])[C@@:36]6([CH2:80][C:81]([NH2:83])=[O:82])[CH3:79])[C@@H:33]4[CH2:85][C:86]([NH2:88])=[O:87])=[O:29])[CH3:25])([O-:22])=[O:21])[C@H:13]3[OH:90])[CH:10]=[N:11][C:4]=2[CH:3]=1.[Co+3:93].